Dataset: Forward reaction prediction with 1.9M reactions from USPTO patents (1976-2016). Task: Predict the product of the given reaction. (1) Given the reactants Cl[S:2]([C:5]1[CH:6]=[C:7]([CH:11]=[CH:12][C:13]=1[NH:14][CH3:15])[C:8]([OH:10])=[O:9])(=[O:4])=[O:3].[CH2:16]1[C:24]2[C:19](=[CH:20][CH:21]=[CH:22][CH:23]=2)[CH2:18][NH:17]1, predict the reaction product. The product is: [CH2:16]1[C:24]2[C:19](=[CH:20][CH:21]=[CH:22][CH:23]=2)[CH2:18][N:17]1[S:2]([C:5]1[CH:6]=[C:7]([CH:11]=[CH:12][C:13]=1[NH:14][CH3:15])[C:8]([OH:10])=[O:9])(=[O:4])=[O:3]. (2) Given the reactants C(N(CC)CC)C.[CH3:8][O:9][C:10]1[CH:11]=[C:12]([NH2:22])[CH:13]=[CH:14][C:15]=1[N:16]1[CH:20]=[C:19]([CH3:21])[N:18]=[CH:17]1.[Cl:23][C:24]1[N:29]=[C:28](Cl)[N:27]=[C:26]([O:31][CH3:32])[N:25]=1, predict the reaction product. The product is: [Cl:23][C:24]1[N:25]=[C:26]([O:31][CH3:32])[N:27]=[C:28]([NH:22][C:12]2[CH:13]=[CH:14][C:15]([N:16]3[CH:20]=[C:19]([CH3:21])[N:18]=[CH:17]3)=[C:10]([O:9][CH3:8])[CH:11]=2)[N:29]=1. (3) Given the reactants F[C:2]1[CH:7]=[CH:6][C:5]([C:8]2[O:9][C:10]3[CH:16]=[CH:15][CH:14]=[CH:13][C:11]=3[N:12]=2)=[CH:4][C:3]=1[N+:17]([O-:19])=[O:18].C(=O)([O-])[O-].[K+].[K+].[CH2:26]([NH2:30])[CH2:27][CH2:28][CH3:29].O, predict the reaction product. The product is: [CH2:26]([NH:30][C:2]1[CH:7]=[CH:6][C:5]([C:8]2[O:9][C:10]3[CH:16]=[CH:15][CH:14]=[CH:13][C:11]=3[N:12]=2)=[CH:4][C:3]=1[N+:17]([O-:19])=[O:18])[CH2:27][CH2:28][CH3:29]. (4) Given the reactants [NH2:1][C:2](=[O:25])[C@@H:3]([NH:10][C:11]([C@@H:13]1[CH2:18][CH2:17][CH2:16][CH2:15][C@H:14]1[N:19]1[CH2:24][CH2:23][NH:22][CH2:21][CH2:20]1)=[O:12])[C:4]1[CH:9]=[CH:8][CH:7]=[CH:6][CH:5]=1.C1C=CC2N(O)N=NC=2C=1.C(Cl)CCl.[NH:40]1[CH:44]=[CH:43][CH:42]=[C:41]1[C:45](O)=[O:46].CN1CCOCC1, predict the reaction product. The product is: [NH2:1][C:2](=[O:25])[C@@H:3]([NH:10][C:11]([C@@H:13]1[CH2:18][CH2:17][CH2:16][CH2:15][C@H:14]1[N:19]1[CH2:20][CH2:21][N:22]([C:45]([C:41]2[NH:40][CH:44]=[CH:43][CH:42]=2)=[O:46])[CH2:23][CH2:24]1)=[O:12])[C:4]1[CH:5]=[CH:6][CH:7]=[CH:8][CH:9]=1. (5) Given the reactants [O:1]=[C:2]1[NH:7][N:6]=[C:5]([C:8]([OH:10])=[O:9])[CH:4]=[CH:3]1.[CH:11]1(I)[CH2:15][CH2:14][CH2:13][CH2:12]1.C(=O)([O-])[O-].[K+].[K+].C(Cl)Cl, predict the reaction product. The product is: [CH:11]1([O:9][C:8]([C:5]2[CH:4]=[CH:3][C:2](=[O:1])[N:7]([CH:11]3[CH2:15][CH2:14][CH2:13][CH2:12]3)[N:6]=2)=[O:10])[CH2:15][CH2:14][CH2:13][CH2:12]1. (6) Given the reactants [CH2:1]([N:8]([CH2:19][CH3:20])[C:9]1[C:10]([CH3:18])=[C:11]([CH:15]=[CH:16][CH:17]=1)[C:12]([OH:14])=O)[C:2]1[CH:7]=[CH:6][CH:5]=[CH:4][CH:3]=1.CCN(C(C)C)C(C)C.CN(C(ON1N=NC2C=CC=NC1=2)=[N+](C)C)C.F[P-](F)(F)(F)(F)F.[NH2:54][CH2:55][C:56]1[C:57](=[O:64])[NH:58][C:59]([CH3:63])=[CH:60][C:61]=1[CH3:62], predict the reaction product. The product is: [CH2:1]([N:8]([CH2:19][CH3:20])[C:9]1[C:10]([CH3:18])=[C:11]([CH:15]=[CH:16][CH:17]=1)[C:12]([NH:54][CH2:55][C:56]1[C:57](=[O:64])[NH:58][C:59]([CH3:63])=[CH:60][C:61]=1[CH3:62])=[O:14])[C:2]1[CH:3]=[CH:4][CH:5]=[CH:6][CH:7]=1. (7) The product is: [C:1]([C:3]1[CH:4]=[CH:5][C:6]([C:9]2[C:10]3[N:11]([C:26]([CH2:29][CH3:30])=[CH:27][CH:28]=3)[N:12]=[C:13]([CH2:20][C:21]([OH:23])=[O:22])[C:14]=2[C:15]([O:17][CH2:18][CH3:19])=[O:16])=[CH:7][CH:8]=1)#[N:2]. Given the reactants [C:1]([C:3]1[CH:8]=[CH:7][C:6]([C:9]2[C:10]3[N:11]([C:26]([CH2:29][CH3:30])=[CH:27][CH:28]=3)[N:12]=[C:13]([CH2:20][C:21]([O:23]CC)=[O:22])[C:14]=2[C:15]([O:17][CH2:18][CH3:19])=[O:16])=[CH:5][CH:4]=1)#[N:2].O1CCCC1.[OH-].[K+], predict the reaction product. (8) Given the reactants [N:1]1([CH:7]2[CH2:30][N:29](C(OC(C)(C)C)=O)[C:10]3=[N:11][C:12]([C:22]4[CH:27]=[CH:26][C:25]([CH3:28])=[CH:24][CH:23]=4)=[C:13]([C:15]4[CH:20]=[CH:19][C:18]([CH3:21])=[CH:17][CH:16]=4)[N:14]=[C:9]3[CH2:8]2)[CH2:6][CH2:5][CH2:4][CH2:3][CH2:2]1.C(O)(C(F)(F)F)=O, predict the reaction product. The product is: [N:1]1([CH:7]2[CH2:30][NH:29][C:10]3=[N:11][C:12]([C:22]4[CH:23]=[CH:24][C:25]([CH3:28])=[CH:26][CH:27]=4)=[C:13]([C:15]4[CH:20]=[CH:19][C:18]([CH3:21])=[CH:17][CH:16]=4)[N:14]=[C:9]3[CH2:8]2)[CH2:6][CH2:5][CH2:4][CH2:3][CH2:2]1.